From a dataset of Reaction yield outcomes from USPTO patents with 853,638 reactions. Predict the reaction yield, written as a fraction of the theoretical maximum amount of product (1.0 means a 100% yield; for example, 0.34 means a 34% yield). (1) The reactants are C[Si]([N-][Si](C)(C)C)(C)C.[Li+].F[C:12]1[C:17]([C:18]2[N:23]=[C:22]([CH3:24])[N:21]=[C:20]([N:25]([CH2:35][C:36]3[CH:41]=[CH:40][C:39]([O:42][CH3:43])=[CH:38][CH:37]=3)[CH2:26][C:27]3[CH:32]=[CH:31][C:30]([O:33][CH3:34])=[CH:29][CH:28]=3)[CH:19]=2)=[CH:16][C:15]([CH2:44][N:45]2[CH2:50][CH2:49][N:48]([S:51]([CH3:54])(=[O:53])=[O:52])[CH2:47][CH2:46]2)=[CH:14][N:13]=1.[CH3:55][O:56][C:57]1[N:62]=[CH:61][C:60]([NH2:63])=[CH:59][CH:58]=1. The catalyst is C1COCC1. The product is [CH3:34][O:33][C:30]1[CH:31]=[CH:32][C:27]([CH2:26][N:25]([CH2:35][C:36]2[CH:41]=[CH:40][C:39]([O:42][CH3:43])=[CH:38][CH:37]=2)[C:20]2[CH:19]=[C:18]([C:17]3[C:12]([NH:63][C:60]4[CH:61]=[N:62][C:57]([O:56][CH3:55])=[CH:58][CH:59]=4)=[N:13][CH:14]=[C:15]([CH2:44][N:45]4[CH2:50][CH2:49][N:48]([S:51]([CH3:54])(=[O:53])=[O:52])[CH2:47][CH2:46]4)[CH:16]=3)[N:23]=[C:22]([CH3:24])[N:21]=2)=[CH:28][CH:29]=1. The yield is 0.950. (2) The reactants are C(N(P(N(C(C)C)C(C)C)(Cl)([O-])[O-])C(C)C)(C)C.[C:19]([NH:22][C:23]1[CH:59]=[CH:58][N:26]([C@@H:27]2[O:57][C@H:31]([CH2:32][O:33][C:34]([C:51]3[CH:56]=[CH:55][CH:54]=[CH:53][CH:52]=3)([C:43]3[CH:48]=[CH:47][C:46]([O:49][CH3:50])=[CH:45][CH:44]=3)[C:35]3[CH:40]=[CH:39][C:38]([O:41][CH3:42])=[CH:37][CH:36]=3)[C@@H:29]([OH:30])[CH2:28]2)[C:25](=[O:60])[N:24]=1)(=[O:21])[CH3:20].C(N(C(C)C)C(C)C)C.C(O[C@@H]1[C@@H](OC(=O)C)[C@@H](OC(=O)C)[C@@H](COC(=O)C)O[C@H]1OCCOCCO)(=O)C.N1C=NN=N1.C(NC1C=CN([C@@H]2O[C@H](COC(C3C=CC=CC=3)(C3C=CC(OC)=CC=3)C3C=CC(OC)=CC=3)[C@@H]([O:116][P:117]([N:149]([CH:153]([CH3:155])[CH3:154])[CH:150]([CH3:152])[CH3:151])([O:119][CH2:120][CH2:121][O:122][CH2:123][CH2:124][O:125][C@@H:126]3[O:143][C@H:142]([CH2:144][O:145][C:146](=[O:148])[CH3:147])[C@@H:137]([O:138][C:139](=[O:141])[CH3:140])[C@H:132]([O:133][C:134](=[O:136])[CH3:135])[C@H:127]3[O:128][C:129](=[O:131])[CH3:130])=O)C2)C(=O)N=1)(=O)C. The catalyst is ClCCl. The product is [C:19]([NH:22][C:23]1[CH:59]=[CH:58][N:26]([C@@H:27]2[O:57][C@H:31]([CH2:32][O:33][C:34]([C:51]3[CH:56]=[CH:55][CH:54]=[CH:53][CH:52]=3)([C:43]3[CH:48]=[CH:47][C:46]([O:49][CH3:50])=[CH:45][CH:44]=3)[C:35]3[CH:36]=[CH:37][C:38]([O:41][CH3:42])=[CH:39][CH:40]=3)[C@@H:29]([O:30][P:117]([N:149]([CH:153]([CH3:155])[CH3:154])[CH:150]([CH3:151])[CH3:152])([O:119][CH2:120][CH2:121][O:122][CH2:123][CH2:124][O:125][C@@H:126]3[O:143][C@H:142]([CH2:144][O:145][C:146](=[O:148])[CH3:147])[C@H:137]([O:138][C:139](=[O:141])[CH3:140])[C@H:132]([O:133][C:134](=[O:136])[CH3:135])[C@H:127]3[O:128][C:129](=[O:131])[CH3:130])=[O:116])[CH2:28]2)[C:25](=[O:60])[N:24]=1)(=[O:21])[CH3:20]. The yield is 0.831. (3) The reactants are Cl[C:2]1[CH:7]=[C:6]([C:8]([F:11])([F:10])[F:9])[N:5]=[C:4]([C:12]2[CH:13]=[N:14][CH:15]=[CH:16][CH:17]=2)[N:3]=1.[OH:18][C:19]1[CH:20]=[CH:21][C:22]([CH3:26])=[C:23]([CH:25]=1)[NH2:24].Cl.[OH-].[Na+]. The catalyst is O.C(O)C. The product is [OH:18][C:19]1[CH:20]=[CH:21][C:22]([CH3:26])=[C:23]([CH:25]=1)[NH:24][C:2]1[CH:7]=[C:6]([C:8]([F:11])([F:10])[F:9])[N:5]=[C:4]([C:12]2[CH:13]=[N:14][CH:15]=[CH:16][CH:17]=2)[N:3]=1. The yield is 0.270.